This data is from Full USPTO retrosynthesis dataset with 1.9M reactions from patents (1976-2016). The task is: Predict the reactants needed to synthesize the given product. Given the product [O:15]=[C:13]1[CH:12]=[C:11]([CH:16]2[CH2:17][CH2:18][N:19]([C:22]([O:24][C:25]([CH3:28])([CH3:27])[CH3:26])=[O:23])[CH2:20][CH2:21]2)[N:5]2[N:6]=[C:7]3[C:3]([C:2]([C:30]4[S:29][CH:33]=[CH:32][CH:31]=4)=[CH:10][CH:9]=[CH:8]3)=[C:4]2[NH:14]1, predict the reactants needed to synthesize it. The reactants are: Br[C:2]1[C:3]2[C:7]([CH:8]=[CH:9][CH:10]=1)=[N:6][N:5]1[C:11]([CH:16]3[CH2:21][CH2:20][N:19]([C:22]([O:24][C:25]([CH3:28])([CH3:27])[CH3:26])=[O:23])[CH2:18][CH2:17]3)=[CH:12][C:13](=[O:15])[NH:14][C:4]=21.[S:29]1[CH:33]=[CH:32][CH:31]=[C:30]1B(O)O.P([O-])([O-])([O-])=O.[K+].[K+].[K+].